This data is from NCI-60 drug combinations with 297,098 pairs across 59 cell lines. The task is: Regression. Given two drug SMILES strings and cell line genomic features, predict the synergy score measuring deviation from expected non-interaction effect. (1) Cell line: HCT116. Drug 2: C(CCl)NC(=O)N(CCCl)N=O. Synergy scores: CSS=61.7, Synergy_ZIP=1.07, Synergy_Bliss=-0.654, Synergy_Loewe=-0.803, Synergy_HSA=0.460. Drug 1: CN(CC1=CN=C2C(=N1)C(=NC(=N2)N)N)C3=CC=C(C=C3)C(=O)NC(CCC(=O)O)C(=O)O. (2) Drug 1: C1=NC2=C(N1)C(=S)N=C(N2)N. Drug 2: CN(CC1=CN=C2C(=N1)C(=NC(=N2)N)N)C3=CC=C(C=C3)C(=O)NC(CCC(=O)O)C(=O)O. Cell line: MCF7. Synergy scores: CSS=35.1, Synergy_ZIP=-6.68, Synergy_Bliss=-6.90, Synergy_Loewe=-1.86, Synergy_HSA=0.267. (3) Drug 1: C1=NC(=NC(=O)N1C2C(C(C(O2)CO)O)O)N. Drug 2: C1=CN(C=N1)CC(O)(P(=O)(O)O)P(=O)(O)O. Cell line: T-47D. Synergy scores: CSS=7.81, Synergy_ZIP=-2.28, Synergy_Bliss=0.523, Synergy_Loewe=0.886, Synergy_HSA=-0.647. (4) Drug 1: CCC1(CC2CC(C3=C(CCN(C2)C1)C4=CC=CC=C4N3)(C5=C(C=C6C(=C5)C78CCN9C7C(C=CC9)(C(C(C8N6C)(C(=O)OC)O)OC(=O)C)CC)OC)C(=O)OC)O.OS(=O)(=O)O. Drug 2: CC(C)(C#N)C1=CC(=CC(=C1)CN2C=NC=N2)C(C)(C)C#N. Cell line: TK-10. Synergy scores: CSS=-0.420, Synergy_ZIP=3.04, Synergy_Bliss=4.95, Synergy_Loewe=-1.18, Synergy_HSA=-0.697.